From a dataset of Merck oncology drug combination screen with 23,052 pairs across 39 cell lines. Regression. Given two drug SMILES strings and cell line genomic features, predict the synergy score measuring deviation from expected non-interaction effect. (1) Drug 1: CCC1=CC2CN(C1)Cc1c([nH]c3ccccc13)C(C(=O)OC)(c1cc3c(cc1OC)N(C)C1C(O)(C(=O)OC)C(OC(C)=O)C4(CC)C=CCN5CCC31C54)C2. Drug 2: Cc1nc(Nc2ncc(C(=O)Nc3c(C)cccc3Cl)s2)cc(N2CCN(CCO)CC2)n1. Cell line: SKMEL30. Synergy scores: synergy=-14.4. (2) Drug 1: CC(=O)OC1C(=O)C2(C)C(O)CC3OCC3(OC(C)=O)C2C(OC(=O)c2ccccc2)C2(O)CC(OC(=O)C(O)C(NC(=O)c3ccccc3)c3ccccc3)C(C)=C1C2(C)C. Drug 2: C=CCn1c(=O)c2cnc(Nc3ccc(N4CCN(C)CC4)cc3)nc2n1-c1cccc(C(C)(C)O)n1. Cell line: LNCAP. Synergy scores: synergy=8.30. (3) Drug 1: O=S1(=O)NC2(CN1CC(F)(F)F)C1CCC2Cc2cc(C=CCN3CCC(C(F)(F)F)CC3)ccc2C1. Drug 2: CCc1cnn2c(NCc3ccc[n+]([O-])c3)cc(N3CCCCC3CCO)nc12. Cell line: NCIH520. Synergy scores: synergy=-4.48. (4) Drug 1: Nc1ccn(C2OC(CO)C(O)C2(F)F)c(=O)n1. Drug 2: Cc1nc(Nc2ncc(C(=O)Nc3c(C)cccc3Cl)s2)cc(N2CCN(CCO)CC2)n1. Cell line: HCT116. Synergy scores: synergy=8.71. (5) Drug 1: O=S1(=O)NC2(CN1CC(F)(F)F)C1CCC2Cc2cc(C=CCN3CCC(C(F)(F)F)CC3)ccc2C1. Drug 2: COC12C(COC(N)=O)C3=C(C(=O)C(C)=C(N)C3=O)N1CC1NC12. Cell line: MDAMB436. Synergy scores: synergy=2.46. (6) Drug 1: NC(=O)c1cccc2cn(-c3ccc(C4CCCNC4)cc3)nc12. Cell line: OVCAR3. Synergy scores: synergy=21.0. Drug 2: C#Cc1cccc(Nc2ncnc3cc(OCCOC)c(OCCOC)cc23)c1. (7) Drug 1: O=C(O)C1(Cc2cccc(Nc3nccs3)n2)CCC(Oc2cccc(Cl)c2F)CC1. Drug 2: Cn1c(=O)n(-c2ccc(C(C)(C)C#N)cc2)c2c3cc(-c4cnc5ccccc5c4)ccc3ncc21. Cell line: SKOV3. Synergy scores: synergy=15.1. (8) Drug 1: CN(Cc1cnc2nc(N)nc(N)c2n1)c1ccc(C(=O)NC(CCC(=O)O)C(=O)O)cc1. Drug 2: CC(C)CC(NC(=O)C(Cc1ccccc1)NC(=O)c1cnccn1)B(O)O. Cell line: NCIH23. Synergy scores: synergy=-26.1. (9) Drug 1: COc1cccc2c1C(=O)c1c(O)c3c(c(O)c1C2=O)CC(O)(C(=O)CO)CC3OC1CC(N)C(O)C(C)O1. Drug 2: Cc1nc(Nc2ncc(C(=O)Nc3c(C)cccc3Cl)s2)cc(N2CCN(CCO)CC2)n1. Cell line: SKMES1. Synergy scores: synergy=11.7.